This data is from Forward reaction prediction with 1.9M reactions from USPTO patents (1976-2016). The task is: Predict the product of the given reaction. Given the reactants [C:1]1([S:7]([C:9]2[CH:14]=[CH:13][CH:12]=[CH:11][CH:10]=2)=O)[CH:6]=[CH:5][CH:4]=[CH:3][CH:2]=1.C[Si]([Cl:19])(C)C.[Mg].Cl[C:22]1[CH:27]=[CH:26][CH:25]=[CH:24][CH:23]=1.Cl, predict the reaction product. The product is: [Cl-:19].[C:1]1([S+:7]([C:22]2[CH:27]=[CH:26][CH:25]=[CH:24][CH:23]=2)[C:9]2[CH:14]=[CH:13][CH:12]=[CH:11][CH:10]=2)[CH:6]=[CH:5][CH:4]=[CH:3][CH:2]=1.